Dataset: Catalyst prediction with 721,799 reactions and 888 catalyst types from USPTO. Task: Predict which catalyst facilitates the given reaction. Reactant: I[C:2]1[C:10]2[C:5](=[N:6][CH:7]=[CH:8][C:9]=2[N:11]2[CH2:16][CH2:15][N:14]([C:17]([O:19][C:20]([CH3:23])([CH3:22])[CH3:21])=[O:18])[CH2:13][CH2:12]2)[N:4]([CH2:24][C:25]2[CH:30]=[CH:29][C:28]([O:31][CH3:32])=[CH:27][CH:26]=2)[N:3]=1.N1C2C(=CC=C3C=2N=CC=C3)C=CC=1.[C:47]([O:51][CH2:52][CH2:53][OH:54])([CH3:50])([CH3:49])[CH3:48].[F-].[K+]. Product: [C:47]([O:51][CH2:52][CH2:53][O:54][C:2]1[C:10]2[C:5](=[N:6][CH:7]=[CH:8][C:9]=2[N:11]2[CH2:16][CH2:15][N:14]([C:17]([O:19][C:20]([CH3:23])([CH3:22])[CH3:21])=[O:18])[CH2:13][CH2:12]2)[N:4]([CH2:24][C:25]2[CH:30]=[CH:29][C:28]([O:31][CH3:32])=[CH:27][CH:26]=2)[N:3]=1)([CH3:50])([CH3:49])[CH3:48]. The catalyst class is: 133.